Dataset: Forward reaction prediction with 1.9M reactions from USPTO patents (1976-2016). Task: Predict the product of the given reaction. (1) Given the reactants [C:1]([O:5][C:6]([N:8]1[CH2:13][CH2:12][CH2:11][CH:10]([CH2:14]OS(C)(=O)=O)[CH2:9]1)=[O:7])([CH3:4])([CH3:3])[CH3:2].[N-:20]=[N+:21]=[N-:22].[Na+], predict the reaction product. The product is: [C:1]([O:5][C:6]([N:8]1[CH2:13][CH2:12][CH2:11][CH:10]([CH2:14][N:20]=[N+:21]=[N-:22])[CH2:9]1)=[O:7])([CH3:4])([CH3:3])[CH3:2]. (2) Given the reactants [Cl:1][C:2]1[C:7]([C:8]2[CH:9]=[CH:10][C:11]3[C:12]4[N:26](C5CCCCO5)[N:25]=[CH:24][C:13]=4[C:14](=[O:23])[N:15]([CH2:18][C:19]([F:22])([F:21])[F:20])[C:16]=3[CH:17]=2)=[CH:6][CH:5]=[CH:4][N:3]=1.ClC1C(C2C=CC3C4NN(C5CCCCO5)CC=4C(=O)N(CC(F)(F)F)C=3C=2)=CC=CN=1.Cl.O1CCOCC1, predict the reaction product. The product is: [Cl:1][C:2]1[C:7]([C:8]2[CH:9]=[CH:10][C:11]3[C:12]4[NH:26][N:25]=[CH:24][C:13]=4[C:14](=[O:23])[N:15]([CH2:18][C:19]([F:22])([F:21])[F:20])[C:16]=3[CH:17]=2)=[CH:6][CH:5]=[CH:4][N:3]=1.